From a dataset of Forward reaction prediction with 1.9M reactions from USPTO patents (1976-2016). Predict the product of the given reaction. (1) The product is: [F:18][C:15]1[CH:16]=[CH:17][C:12]([C:11]([NH:10][CH:4]([C:5](=[O:6])[NH:28][CH3:27])[CH:3]([OH:24])[C:2]([F:26])([F:25])[F:1])=[O:23])=[C:13]([C:19]([F:22])([F:21])[F:20])[CH:14]=1. Given the reactants [F:1][C:2]([F:26])([F:25])[CH:3]([OH:24])[CH:4]([NH:10][C:11](=[O:23])[C:12]1[CH:17]=[CH:16][C:15]([F:18])=[CH:14][C:13]=1[C:19]([F:22])([F:21])[F:20])[C:5](OCC)=[O:6].[CH3:27][NH2:28], predict the reaction product. (2) Given the reactants [F:1][C:2]([F:34])([F:33])[C:3]1[CH:8]=[CH:7][C:6]([C@H:9]([NH:20][C:21]([C:23]2[CH:32]=[CH:31][C:26]([C:27]([O:29]C)=[O:28])=[CH:25][CH:24]=2)=[O:22])[C:10]2[C:15]([C:16]([F:19])([F:18])[F:17])=[CH:14][CH:13]=[CH:12][N:11]=2)=[CH:5][CH:4]=1.C1COCC1.[Li+].[OH-], predict the reaction product. The product is: [F:33][C:2]([F:1])([F:34])[C:3]1[CH:4]=[CH:5][C:6]([C@H:9]([NH:20][C:21]([C:23]2[CH:32]=[CH:31][C:26]([C:27]([OH:29])=[O:28])=[CH:25][CH:24]=2)=[O:22])[C:10]2[C:15]([C:16]([F:19])([F:18])[F:17])=[CH:14][CH:13]=[CH:12][N:11]=2)=[CH:7][CH:8]=1. (3) The product is: [CH3:1][O:2][C:3](=[O:19])[C:4]1[CH:9]=[CH:8][C:7]([C:10]([F:11])([F:13])[F:12])=[C:6]([CH:14]2[CH2:18][CH2:17][CH2:16][CH2:15]2)[CH:5]=1. Given the reactants [CH3:1][O:2][C:3](=[O:19])[C:4]1[CH:9]=[CH:8][C:7]([C:10]([F:13])([F:12])[F:11])=[C:6]([C:14]2[CH2:18][CH2:17][CH2:16][CH:15]=2)[CH:5]=1, predict the reaction product. (4) Given the reactants [Cl:1][C:2]1[C:3](=[O:27])[N:4]([CH2:24][CH2:25][F:26])[CH:5]=[C:6]([C:9]([N:11]2[CH2:16][CH2:15][CH:14]([C:17]3[CH:22]=[CH:21][C:20]([F:23])=[CH:19][CH:18]=3)[CH2:13][CH2:12]2)=[O:10])[C:7]=1Cl.[CH3:28][N:29]1[C:37]2[C:32](=[CH:33][CH:34]=[C:35]([NH2:38])[CH:36]=2)[CH:31]=[N:30]1, predict the reaction product. The product is: [Cl:1][C:2]1[C:3](=[O:27])[N:4]([CH2:24][CH2:25][F:26])[CH:5]=[C:6]([C:9]([N:11]2[CH2:12][CH2:13][CH:14]([C:17]3[CH:18]=[CH:19][C:20]([F:23])=[CH:21][CH:22]=3)[CH2:15][CH2:16]2)=[O:10])[C:7]=1[NH:38][C:35]1[CH:36]=[C:37]2[C:32]([CH:31]=[N:30][N:29]2[CH3:28])=[CH:33][CH:34]=1. (5) Given the reactants [Br:1][C:2]1[CH:3]=[C:4]([CH3:13])[C:5](C(OCC)=O)=[N:6][CH:7]=1.BrN1C(=O)CCC1=O.O.[NH2:23][NH2:24].[C:25]([Cl:29])(Cl)(Cl)Cl, predict the reaction product. The product is: [Br:1][C:2]1[CH:7]=[N:6][C:5]2=[C:25]([Cl:29])[N:23]=[N:24][CH:13]=[C:4]2[CH:3]=1. (6) Given the reactants [O:1]=[C:2]1[CH2:6][CH2:5][N:4]([C:7]([O:9][CH2:10][C:11]2[CH:16]=[CH:15][CH:14]=[CH:13][CH:12]=2)=[O:8])[CH2:3]1.[C-:17]#[N:18].[K+].OS([O-])=O.[Na+], predict the reaction product. The product is: [C:17]([C:2]1([OH:1])[CH2:6][CH2:5][N:4]([C:7]([O:9][CH2:10][C:11]2[CH:16]=[CH:15][CH:14]=[CH:13][CH:12]=2)=[O:8])[CH2:3]1)#[N:18]. (7) The product is: [NH2:31][C@@H:23]([CH2:24][C:25]1[CH:26]=[CH:27][CH:28]=[CH:29][CH:30]=1)[C:22]([NH:21][C:18]1[CH:19]=[CH:20][C:15](/[CH:14]=[CH:13]/[C:12](=[O:40])[CH2:11][C:10](=[O:41])/[CH:9]=[CH:8]/[C:5]2[CH:4]=[CH:3][C:2]([OH:1])=[CH:7][CH:6]=2)=[CH:16][CH:17]=1)=[O:39]. Given the reactants [OH:1][C:2]1[CH:7]=[CH:6][C:5]([CH:8]=[CH:9][C:10](=[O:41])[CH2:11][C:12](=[O:40])[CH:13]=[CH:14][C:15]2[CH:20]=[CH:19][C:18]([NH:21][C:22](=[O:39])[C@@H:23]([NH:31]C(OC(C)(C)C)=O)[CH2:24][C:25]3[CH:30]=[CH:29][CH:28]=[CH:27][CH:26]=3)=[CH:17][CH:16]=2)=[CH:4][CH:3]=1.C(OC(NC1C=CC(/C=C/C(=O)CC(=O)/C=C/C2C=CC(O)=CC=2)=CC=1)=O)(C)(C)C, predict the reaction product.